From a dataset of Reaction yield outcomes from USPTO patents with 853,638 reactions. Predict the reaction yield, written as a fraction of the theoretical maximum amount of product (1.0 means a 100% yield; for example, 0.34 means a 34% yield). The product is [Br:3][C:4]1[N:5]=[C:6]2[C:12]([C:13](=[O:18])[C:14]([CH3:15])([CH3:17])[CH3:16])=[CH:11][N:10]([CH2:24][O:23][CH2:22][CH2:21][Si:20]([CH3:27])([CH3:26])[CH3:19])[C:7]2=[N:8][CH:9]=1. The catalyst is CN(C=O)C. The yield is 0.100. The reactants are [H-].[Na+].[Br:3][C:4]1[N:5]=[C:6]2[C:12]([C:13](=[O:18])[C:14]([CH3:17])([CH3:16])[CH3:15])=[CH:11][NH:10][C:7]2=[N:8][CH:9]=1.[CH3:19][Si:20]([CH3:27])([CH3:26])[CH2:21][CH2:22][O:23][CH2:24]Cl.